This data is from Forward reaction prediction with 1.9M reactions from USPTO patents (1976-2016). The task is: Predict the product of the given reaction. (1) Given the reactants [O:1]1[CH:5]=[CH:4][CH:3]=[C:2]1[C:6]([N:8]=[C:9]=[S:10])=[O:7].[NH2:11][CH2:12][CH2:13][CH2:14][N:15]1[C:23]2[C:22]([CH3:24])=[C:21]([CH3:25])[N:20]=[C:19]([NH2:26])[C:18]=2[N:17]=[C:16]1[CH3:27], predict the reaction product. The product is: [NH2:26][C:19]1[C:18]2[N:17]=[C:16]([CH3:27])[N:15]([CH2:14][CH2:13][CH2:12][NH:11][C:9]([NH:8][C:6]([C:2]3[O:1][CH:5]=[CH:4][CH:3]=3)=[O:7])=[S:10])[C:23]=2[C:22]([CH3:24])=[C:21]([CH3:25])[N:20]=1. (2) Given the reactants [NH2:1][C:2]1[CH:3]=[C:4]2[C:8](=[CH:9][C:10]=1[NH2:11])[NH:7][C:6](=[O:12])[C:5]2([CH3:14])[CH3:13].[H-].[Na+].Br[CH2:18][CH:19]=[CH2:20].O, predict the reaction product. The product is: [CH2:20]([N:7]1[C:8]2[C:4](=[CH:3][C:2]([NH2:1])=[C:10]([NH2:11])[CH:9]=2)[C:5]([CH3:14])([CH3:13])[C:6]1=[O:12])[CH:19]=[CH2:18].